Task: Regression. Given two drug SMILES strings and cell line genomic features, predict the synergy score measuring deviation from expected non-interaction effect.. Dataset: NCI-60 drug combinations with 297,098 pairs across 59 cell lines (1) Drug 1: CN(CC1=CN=C2C(=N1)C(=NC(=N2)N)N)C3=CC=C(C=C3)C(=O)NC(CCC(=O)O)C(=O)O. Drug 2: CCN(CC)CCCC(C)NC1=C2C=C(C=CC2=NC3=C1C=CC(=C3)Cl)OC. Cell line: MDA-MB-231. Synergy scores: CSS=5.62, Synergy_ZIP=-0.391, Synergy_Bliss=4.36, Synergy_Loewe=-0.00443, Synergy_HSA=0.213. (2) Drug 1: C(CC(=O)O)C(=O)CN.Cl. Drug 2: C1=NNC2=C1C(=O)NC=N2. Cell line: OVCAR-4. Synergy scores: CSS=9.82, Synergy_ZIP=-4.07, Synergy_Bliss=-3.68, Synergy_Loewe=-3.13, Synergy_HSA=-2.01. (3) Drug 1: C1=NC2=C(N1)C(=S)N=CN2. Drug 2: C(CN)CNCCSP(=O)(O)O. Cell line: CAKI-1. Synergy scores: CSS=51.3, Synergy_ZIP=-1.90, Synergy_Bliss=1.36, Synergy_Loewe=-58.2, Synergy_HSA=0.606. (4) Drug 1: CN1CCC(CC1)COC2=C(C=C3C(=C2)N=CN=C3NC4=C(C=C(C=C4)Br)F)OC. Drug 2: CC1C(C(CC(O1)OC2CC(CC3=C2C(=C4C(=C3O)C(=O)C5=CC=CC=C5C4=O)O)(C(=O)C)O)N)O. Cell line: HOP-92. Synergy scores: CSS=48.4, Synergy_ZIP=1.25, Synergy_Bliss=2.27, Synergy_Loewe=5.10, Synergy_HSA=6.08. (5) Drug 1: C1CCC(C1)C(CC#N)N2C=C(C=N2)C3=C4C=CNC4=NC=N3. Drug 2: C1CC(=O)NC(=O)C1N2C(=O)C3=CC=CC=C3C2=O. Cell line: MCF7. Synergy scores: CSS=7.94, Synergy_ZIP=-0.0868, Synergy_Bliss=9.48, Synergy_Loewe=6.41, Synergy_HSA=7.80. (6) Drug 1: CN1CCC(CC1)COC2=C(C=C3C(=C2)N=CN=C3NC4=C(C=C(C=C4)Br)F)OC. Drug 2: CC1=CC=C(C=C1)C2=CC(=NN2C3=CC=C(C=C3)S(=O)(=O)N)C(F)(F)F. Cell line: A549. Synergy scores: CSS=18.2, Synergy_ZIP=-1.71, Synergy_Bliss=2.71, Synergy_Loewe=1.05, Synergy_HSA=3.19. (7) Drug 2: CC1=C(C(CCC1)(C)C)C=CC(=CC=CC(=CC(=O)O)C)C. Drug 1: CC1C(C(=O)NC(C(=O)N2CCCC2C(=O)N(CC(=O)N(C(C(=O)O1)C(C)C)C)C)C(C)C)NC(=O)C3=C4C(=C(C=C3)C)OC5=C(C(=O)C(=C(C5=N4)C(=O)NC6C(OC(=O)C(N(C(=O)CN(C(=O)C7CCCN7C(=O)C(NC6=O)C(C)C)C)C)C(C)C)C)N)C. Cell line: HOP-62. Synergy scores: CSS=19.7, Synergy_ZIP=-3.82, Synergy_Bliss=0.390, Synergy_Loewe=1.91, Synergy_HSA=3.51. (8) Drug 1: C1=NC2=C(N=C(N=C2N1C3C(C(C(O3)CO)O)F)Cl)N. Drug 2: C1=CN(C=N1)CC(O)(P(=O)(O)O)P(=O)(O)O. Cell line: NCIH23. Synergy scores: CSS=9.65, Synergy_ZIP=0.692, Synergy_Bliss=5.03, Synergy_Loewe=-9.29, Synergy_HSA=-0.936. (9) Drug 1: CNC(=O)C1=CC=CC=C1SC2=CC3=C(C=C2)C(=NN3)C=CC4=CC=CC=N4. Drug 2: CN(C)N=NC1=C(NC=N1)C(=O)N. Cell line: CAKI-1. Synergy scores: CSS=13.4, Synergy_ZIP=-4.55, Synergy_Bliss=-3.28, Synergy_Loewe=-1.76, Synergy_HSA=-1.66.